The task is: Regression. Given two drug SMILES strings and cell line genomic features, predict the synergy score measuring deviation from expected non-interaction effect.. This data is from NCI-60 drug combinations with 297,098 pairs across 59 cell lines. (1) Drug 1: COC1=C(C=C2C(=C1)N=CN=C2NC3=CC(=C(C=C3)F)Cl)OCCCN4CCOCC4. Drug 2: C1=CN(C=N1)CC(O)(P(=O)(O)O)P(=O)(O)O. Cell line: SNB-19. Synergy scores: CSS=2.87, Synergy_ZIP=-3.67, Synergy_Bliss=-4.23, Synergy_Loewe=-5.61, Synergy_HSA=-4.56. (2) Drug 1: COC1=C(C=C2C(=C1)N=CN=C2NC3=CC(=C(C=C3)F)Cl)OCCCN4CCOCC4. Drug 2: CC(C)NC(=O)C1=CC=C(C=C1)CNNC.Cl. Cell line: COLO 205. Synergy scores: CSS=14.5, Synergy_ZIP=3.26, Synergy_Bliss=9.33, Synergy_Loewe=-2.44, Synergy_HSA=5.88. (3) Drug 1: C1C(C(OC1N2C=NC3=C(N=C(N=C32)Cl)N)CO)O. Drug 2: CC1=C(C=C(C=C1)NC(=O)C2=CC=C(C=C2)CN3CCN(CC3)C)NC4=NC=CC(=N4)C5=CN=CC=C5. Cell line: HOP-92. Synergy scores: CSS=34.5, Synergy_ZIP=-0.825, Synergy_Bliss=0.858, Synergy_Loewe=-28.6, Synergy_HSA=-2.00. (4) Drug 1: CNC(=O)C1=CC=CC=C1SC2=CC3=C(C=C2)C(=NN3)C=CC4=CC=CC=N4. Drug 2: C1C(C(OC1N2C=NC3=C(N=C(N=C32)Cl)N)CO)O. Cell line: SK-MEL-28. Synergy scores: CSS=0.0490, Synergy_ZIP=0.911, Synergy_Bliss=0.0598, Synergy_Loewe=-6.85, Synergy_HSA=-3.45. (5) Drug 1: C1CN1P(=S)(N2CC2)N3CC3. Drug 2: CCC1=C2CN3C(=CC4=C(C3=O)COC(=O)C4(CC)O)C2=NC5=C1C=C(C=C5)O. Cell line: IGROV1. Synergy scores: CSS=24.1, Synergy_ZIP=-1.28, Synergy_Bliss=1.85, Synergy_Loewe=-21.7, Synergy_HSA=5.06. (6) Drug 1: CC1=CC2C(CCC3(C2CCC3(C(=O)C)OC(=O)C)C)C4(C1=CC(=O)CC4)C. Drug 2: CN(C)C1=NC(=NC(=N1)N(C)C)N(C)C. Cell line: NCI-H322M. Synergy scores: CSS=-15.2, Synergy_ZIP=3.63, Synergy_Bliss=-6.15, Synergy_Loewe=-9.85, Synergy_HSA=-10.7.